Dataset: Forward reaction prediction with 1.9M reactions from USPTO patents (1976-2016). Task: Predict the product of the given reaction. The product is: [Cl:1][C:2]1[CH:7]=[CH:6][C:5]([O:8][CH:10]([C:34]2[CH:35]=[CH:36][CH:37]=[CH:38][CH:39]=2)[CH2:11][CH2:12][CH2:13][CH2:14][CH2:15][N:16]2[CH2:21][CH2:20][CH:19]([C:22]3[CH:23]=[C:24]([NH:28][C:29](=[O:33])[CH:30]([CH3:32])[CH3:31])[CH:25]=[CH:26][CH:27]=3)[CH2:18][CH2:17]2)=[CH:4][CH:3]=1. Given the reactants [Cl:1][C:2]1[CH:7]=[CH:6][C:5]([OH:8])=[CH:4][CH:3]=1.O[CH:10]([C:34]1[CH:39]=[CH:38][CH:37]=[CH:36][CH:35]=1)[CH2:11][CH2:12][CH2:13][CH2:14][CH2:15][N:16]1[CH2:21][CH2:20][CH:19]([C:22]2[CH:23]=[C:24]([NH:28][C:29](=[O:33])[CH:30]([CH3:32])[CH3:31])[CH:25]=[CH:26][CH:27]=2)[CH2:18][CH2:17]1.Cl, predict the reaction product.